The task is: Predict the reactants needed to synthesize the given product.. This data is from Full USPTO retrosynthesis dataset with 1.9M reactions from patents (1976-2016). (1) Given the product [F:29][C:26]1[CH:27]=[CH:28][C:23]([CH2:22][NH:21][C:20]([C:8]2[C:9](=[O:19])[C:10]([O:11][CH2:12][C:13]3[CH:14]=[CH:15][CH:16]=[CH:17][CH:18]=3)=[C:5]3[C:3](=[O:2])[N:34]4[C@@H:35]([CH2:43][CH:44]([CH3:45])[CH3:47])[CH2:36][CH2:37][N:38]([CH2:39][CH:40]([CH3:41])[CH3:42])[C@@H:32]4[CH2:31][N:6]3[CH:7]=2)=[O:30])=[CH:24][CH:25]=1, predict the reactants needed to synthesize it. The reactants are: C[O:2][C:3]([C:5]1[N:6]([CH2:31][CH:32]=O)[CH:7]=[C:8]([C:20](=[O:30])[NH:21][CH2:22][C:23]2[CH:28]=[CH:27][C:26]([F:29])=[CH:25][CH:24]=2)[C:9](=[O:19])[C:10]=1[O:11][CH2:12][C:13]1[CH:18]=[CH:17][CH:16]=[CH:15][CH:14]=1)=O.[NH2:34][C@@H:35]([CH2:43][CH2:44][CH2:45]C)[CH2:36][CH2:37][NH:38][CH2:39][CH:40]([CH3:42])[CH3:41].[C:47](O)(=O)C. (2) Given the product [CH3:20][N:15]1[CH2:14][CH2:13][NH:12][C:11](=[O:16])[CH:10]1[C:7]1[CH:6]=[CH:5][C:4]([N+:1]([O-:3])=[O:2])=[CH:9][CH:8]=1, predict the reactants needed to synthesize it. The reactants are: [N+:1]([C:4]1[CH:9]=[CH:8][C:7]([C:10]2[C:11](=[O:16])[NH:12][CH2:13][CH2:14][N:15]=2)=[CH:6][CH:5]=1)([O-:3])=[O:2].C=O.O.[C:20]([BH3-])#N.[Na+].[OH-].[Na+].